This data is from Full USPTO retrosynthesis dataset with 1.9M reactions from patents (1976-2016). The task is: Predict the reactants needed to synthesize the given product. (1) Given the product [N:24]1([CH2:23][CH2:22][NH:21][C:19]([C:15]2[C:16]3[C:11](=[CH:10][C:9]([O:8][C:4]4[CH:3]=[C:2]([NH:38][CH2:37][CH2:36][C:33]5[CH:34]=[CH:35][N:30]=[CH:31][CH:32]=5)[N:7]=[CH:6][N:5]=4)=[CH:18][CH:17]=3)[CH:12]=[CH:13][CH:14]=2)=[O:20])[CH2:29][CH2:28][O:27][CH2:26][CH2:25]1, predict the reactants needed to synthesize it. The reactants are: Cl[C:2]1[N:7]=[CH:6][N:5]=[C:4]([O:8][C:9]2[CH:10]=[C:11]3[C:16](=[CH:17][CH:18]=2)[C:15]([C:19]([NH:21][CH2:22][CH2:23][N:24]2[CH2:29][CH2:28][O:27][CH2:26][CH2:25]2)=[O:20])=[CH:14][CH:13]=[CH:12]3)[CH:3]=1.[N:30]1[CH:35]=[CH:34][C:33]([CH2:36][CH2:37][NH2:38])=[CH:32][CH:31]=1.CNC1N=CN=C(OC2C=C3C(=CC=2)C(C(NCCN2CCOCC2)=O)=CC=C3)C=1. (2) Given the product [Cl:24][CH2:23][CH2:22][CH2:21][N:10]1[CH2:9][CH2:8][N:7]2[C:3]([C:2]([F:12])([F:1])[F:13])=[N:4][N:5]=[C:6]2[CH2:11]1, predict the reactants needed to synthesize it. The reactants are: [F:1][C:2]([F:13])([F:12])[C:3]1[N:7]2[CH2:8][CH2:9][NH:10][CH2:11][C:6]2=[N:5][N:4]=1.C([O-])([O-])=O.[K+].[K+].Br[CH2:21][CH2:22][CH2:23][Cl:24].